This data is from Reaction yield outcomes from USPTO patents with 853,638 reactions. The task is: Predict the reaction yield, written as a fraction of the theoretical maximum amount of product (1.0 means a 100% yield; for example, 0.34 means a 34% yield). (1) The reactants are Cl.[Cl:2][C:3]1[CH:8]=[CH:7][N:6]=[C:5]([C:9]([O:11]C)=O)[CH:4]=1.[NH2:13][CH2:14][CH2:15][N:16]1[CH2:21][CH2:20][O:19][CH2:18][CH2:17]1.O. The catalyst is C1COCC1. The product is [Cl:2][C:3]1[CH:8]=[CH:7][N:6]=[C:5]([C:9](=[O:11])[NH:13][CH2:14][CH2:15][N:16]2[CH2:21][CH2:20][O:19][CH2:18][CH2:17]2)[CH:4]=1. The yield is 0.950. (2) The reactants are FC(F)(F)C(O)=O.[OH:8][C:9]1[C:10]2[N:11]([CH:22]=[C:23]([CH3:25])[N:24]=2)[CH:12]=[C:13]([N:15]2[CH:20]=[CH:19][CH:18]=[CH:17][C:16]2=[O:21])[CH:14]=1.C(=O)([O-])[O-].[K+].[K+].Br[CH2:33][C:34]1[C:39]([CH3:40])=[CH:38][CH:37]=[CH:36][C:35]=1[CH3:41]. The catalyst is CN(C)C=O. The product is [CH3:41][C:35]1[CH:36]=[CH:37][CH:38]=[C:39]([CH3:40])[C:34]=1[CH2:33][O:8][C:9]1[C:10]2[N:11]([CH:22]=[C:23]([CH3:25])[N:24]=2)[CH:12]=[C:13]([N:15]2[CH:20]=[CH:19][CH:18]=[CH:17][C:16]2=[O:21])[CH:14]=1. The yield is 0.860. (3) The reactants are [CH2:1]([O:3][C:4](=[O:45])[CH2:5][NH:6][C:7]1[C:12]([N+:13]([O-])=O)=[C:11]([N:16]2[CH2:21][CH2:20][CH:19]([C:22]3[N:23]([CH2:38][CH2:39][N:40]4[CH2:44][CH2:43][CH2:42][CH2:41]4)[CH:24]=[C:25]([C:27]4[CH:32]=[CH:31][C:30]([F:33])=[C:29]([C:34]([F:37])([F:36])[F:35])[CH:28]=4)[N:26]=3)[CH2:18][CH2:17]2)[N:10]=[CH:9][N:8]=1)[CH3:2]. The catalyst is CO.[Pd]. The product is [CH2:1]([O:3][C:4](=[O:45])[CH2:5][NH:6][C:7]1[C:12]([NH2:13])=[C:11]([N:16]2[CH2:17][CH2:18][CH:19]([C:22]3[N:23]([CH2:38][CH2:39][N:40]4[CH2:44][CH2:43][CH2:42][CH2:41]4)[CH:24]=[C:25]([C:27]4[CH:32]=[CH:31][C:30]([F:33])=[C:29]([C:34]([F:37])([F:36])[F:35])[CH:28]=4)[N:26]=3)[CH2:20][CH2:21]2)[N:10]=[CH:9][N:8]=1)[CH3:2]. The yield is 0.870. (4) The reactants are Cl[C:2]1[N:3]([C@@H:15]2[O:21][C@H:20]([CH2:22][OH:23])[C@@H:18]([OH:19])[C@H:16]2[OH:17])[C:4]2[C:9]([C:10]=1[CH:11]=[O:12])=[CH:8][C:7]([Cl:13])=[C:6]([Cl:14])[CH:5]=2.CO.C(Cl)(Cl)Cl.CO.O.[CH2:33]([NH2:35])C. The catalyst is C(O)C.CO. The product is [Cl:13][C:7]1[CH:8]=[C:9]2[C:4](=[CH:5][C:6]=1[Cl:14])[N:3]([C@@H:15]1[O:21][C@H:20]([CH2:22][OH:23])[C@@H:18]([OH:19])[C@H:16]1[OH:17])[C:2]([NH:35][CH3:33])=[C:10]2[CH:11]=[O:12]. The yield is 0.430. (5) The reactants are O1[C:5]2([CH2:10][CH2:9][C:8](=[O:11])[CH2:7][CH2:6]2)OCC1.[C:12]1([CH2:18][NH2:19])[CH:17]=[CH:16][CH:15]=[CH:14][CH:13]=1.CC(O)=O.C(O[BH-](OC(=O)C)OC(=O)C)(=O)C.[Na+].Cl. The catalyst is ClCCCl.[OH-].[Na+].C(Cl)Cl. The product is [CH2:18]([NH:19][CH:5]1[CH2:6][CH2:7][C:8](=[O:11])[CH2:9][CH2:10]1)[C:12]1[CH:17]=[CH:16][CH:15]=[CH:14][CH:13]=1. The yield is 0.699.